This data is from Reaction yield outcomes from USPTO patents with 853,638 reactions. The task is: Predict the reaction yield, written as a fraction of the theoretical maximum amount of product (1.0 means a 100% yield; for example, 0.34 means a 34% yield). (1) The reactants are Br[CH2:2][C:3]([O:5][C:6]([CH3:9])([CH3:8])[CH3:7])=[O:4].[CH2:10]([O:17][C:18]([NH:20][C:21]1[C:22](=[O:28])[NH:23][C:24]([CH3:27])=[CH:25][CH:26]=1)=[O:19])[C:11]1[CH:16]=[CH:15][CH:14]=[CH:13][CH:12]=1.C([O-])([O-])=O.[Cs+].[Cs+]. The catalyst is CN(C)C=O. The product is [CH2:10]([O:17][C:18]([NH:20][C:21]1[C:22](=[O:28])[N:23]([CH2:2][C:3]([O:5][C:6]([CH3:9])([CH3:8])[CH3:7])=[O:4])[C:24]([CH3:27])=[CH:25][CH:26]=1)=[O:19])[C:11]1[CH:12]=[CH:13][CH:14]=[CH:15][CH:16]=1. The yield is 0.560. (2) The reactants are CC([O-])=O.[Na+].[Br:6]Br.[CH3:8][O:9][C:10]1[CH:15]=[CH:14][CH:13]=[C:12]([N+:16]([O-:18])=[O:17])[C:11]=1[NH2:19]. The catalyst is CC(O)=O. The product is [Br:6][C:14]1[CH:13]=[C:12]([N+:16]([O-:18])=[O:17])[C:11]([NH2:19])=[C:10]([O:9][CH3:8])[CH:15]=1. The yield is 0.830. (3) The reactants are [CH:1]1([CH:4]=O)[CH2:3][CH2:2]1.[O:6]=[C:7]([CH:9](P(=O)(OCC)OCC)[CH2:10][CH2:11][CH2:12][CH3:13])[CH3:8]. No catalyst specified. The product is [CH:1]1(/[CH:4]=[C:9](\[CH2:10][CH2:11][CH2:12][CH3:13])/[C:7](=[O:6])[CH3:8])[CH2:3][CH2:2]1. The yield is 0.380. (4) The reactants are Cl[C:2]1[C:11]2[C:6](=[CH:7][CH:8]=[CH:9][CH:10]=2)[N:5]=[C:4]([C:12]([C:14]2[CH:19]=[CH:18][C:17]([F:20])=[CH:16][CH:15]=2)=[O:13])[N:3]=1.[H-].[Na+].[S:23]1[CH:27]=[C:26]([NH:28][C:29](=[O:35])[O:30][C:31]([CH3:34])([CH3:33])[CH3:32])[N:25]=[CH:24]1. The catalyst is CN(C=O)C. The product is [F:20][C:17]1[CH:18]=[CH:19][C:14]([C:12]([C:4]2[N:3]=[C:2]([N:28]([C:26]3[N:25]=[CH:24][S:23][CH:27]=3)[C:29](=[O:35])[O:30][C:31]([CH3:34])([CH3:32])[CH3:33])[C:11]3[C:6](=[CH:7][CH:8]=[CH:9][CH:10]=3)[N:5]=2)=[O:13])=[CH:15][CH:16]=1. The yield is 0.500. (5) The reactants are [CH3:1][C:2]1[CH:7]=[CH:6][C:5]2[CH:8]=[C:9]([N:12]([CH3:14])[CH3:13])[CH:10]=[CH:11][C:4]=2[N:3]=1.[CH3:15][C:16]1[N:17]([C:24]2[CH:29]=[CH:28][CH:27]=[CH:26][CH:25]=2)[C:18]([CH3:23])=[CH:19][C:20]=1[CH:21]=O. The catalyst is CN(C=O)C.[OH-].[Na+].[Cl-].[Cl-].[Zn+2]. The product is [CH3:14][N:12]([CH3:13])[C:9]1[CH:8]=[C:5]2[C:4](=[CH:11][CH:10]=1)[N:3]=[C:2](/[CH:1]=[CH:21]/[C:20]1[CH:19]=[C:18]([CH3:23])[N:17]([C:24]3[CH:29]=[CH:28][CH:27]=[CH:26][CH:25]=3)[C:16]=1[CH3:15])[CH:7]=[CH:6]2. The yield is 0.0210. (6) The reactants are C[O:2][C:3](=[O:34])[C@H:4]([CH2:16][C:17]1[CH:22]=[CH:21][C:20]([NH:23][C:24]([C:26]2[C:31]([Cl:32])=[CH:30][CH:29]=[CH:28][C:27]=2[Cl:33])=[O:25])=[CH:19][CH:18]=1)[NH:5][C:6]([C:8]1[C:13]([CH3:14])=[CH:12][CH:11]=[CH:10][C:9]=1[Cl:15])=[S:7].[OH-].[Na+]. The catalyst is C(O)C. The product is [Cl:15][C:9]1[CH:10]=[CH:11][CH:12]=[C:13]([CH3:14])[C:8]=1[C:6](=[S:7])[NH:5][C@H:4]([C:3]([OH:34])=[O:2])[CH2:16][C:17]1[CH:18]=[CH:19][C:20]([NH:23][C:24]([C:26]2[C:27]([Cl:33])=[CH:28][CH:29]=[CH:30][C:31]=2[Cl:32])=[O:25])=[CH:21][CH:22]=1. The yield is 0.960. (7) The yield is 0.800. The catalyst is CO.[OH-].[OH-].[Pd+2]. The reactants are COC1C=C(OC)C=CC=1C[N:6]1[CH2:14][CH2:13][C:9]2([CH2:12][O:11][CH2:10]2)[CH2:8][CH2:7]1. The product is [CH2:10]1[C:9]2([CH2:13][CH2:14][NH:6][CH2:7][CH2:8]2)[CH2:12][O:11]1. (8) The catalyst is C(Cl)Cl.O. The yield is 0.420. The product is [CH3:1][C:2]1[C:3]([CH2:9][N:10]([CH2:16][C:17]2[C:22]([CH:23]([CH3:25])[CH3:24])=[CH:21][CH:20]=[CH:19][N:18]=2)[CH2:11][CH2:12][CH2:13][CH2:14][O:15][C:40]([NH:43][OH:45])=[O:47])=[N:4][CH:5]=[C:6]([CH3:8])[CH:7]=1. The reactants are [CH3:1][C:2]1[C:3]([CH2:9][N:10]([CH2:16][C:17]2[C:22]([CH:23]([CH3:25])[CH3:24])=[CH:21][CH:20]=[CH:19][N:18]=2)[CH2:11][CH2:12][CH2:13][CH2:14][OH:15])=[N:4][CH:5]=[C:6]([CH3:8])[CH:7]=1.CCN(CC)CC.ClC(OC1C=C[C:40]([N+:43]([O-:45])=O)=CC=1)=O.N[OH:47].Cl. (9) The reactants are C(Cl)Cl.S(Cl)(Cl)=O.[Cl:8][C:9]1[CH:14]=[CH:13][C:12]([S:15]([N:18]2[CH2:23][CH2:22][C:21]3=[N:24][NH:25][CH:26]=[C:20]3[CH:19]2[CH:27]=O)(=[O:17])=[O:16])=[CH:11][CH:10]=1.[C:29]1([NH2:36])[CH:34]=[CH:33][CH:32]=[CH:31][C:30]=1[NH2:35]. The catalyst is CCO. The product is [NH:35]1[C:30]2[CH:31]=[CH:32][CH:33]=[CH:34][C:29]=2[N:36]=[C:27]1[CH:19]1[C:20]2=[CH:26][NH:25][N:24]=[C:21]2[CH2:22][CH2:23][N:18]1[S:15]([C:12]1[CH:13]=[CH:14][C:9]([Cl:8])=[CH:10][CH:11]=1)(=[O:17])=[O:16]. The yield is 0.130. (10) The reactants are Cl[C:2]1[N:20]=[CH:19][CH:18]=[CH:17][C:3]=1[C:4]([NH:6][C:7]1[CH:12]=[CH:11][CH:10]=[CH:9][C:8]=1[NH:13][CH:14]1[CH2:16][CH2:15]1)=[O:5].[H-].[Na+]. The catalyst is N1C=CC=CC=1. The product is [CH:14]1([N:13]2[C:2]3[N:20]=[CH:19][CH:18]=[CH:17][C:3]=3[C:4](=[O:5])[NH:6][C:7]3[CH:12]=[CH:11][CH:10]=[CH:9][C:8]2=3)[CH2:16][CH2:15]1. The yield is 0.850.